The task is: Regression/Classification. Given a drug SMILES string, predict its toxicity properties. Task type varies by dataset: regression for continuous values (e.g., LD50, hERG inhibition percentage) or binary classification for toxic/non-toxic outcomes (e.g., AMES mutagenicity, cardiotoxicity, hepatotoxicity). Dataset: herg_karim.. This data is from hERG potassium channel inhibition data for cardiac toxicity prediction from Karim et al.. (1) The compound is COc1cc(NCC2CCNCC2)nc2c1nnn2-c1cccc(N(C)C)c1. The result is 0 (non-blocker). (2) The molecule is O=C1Nc2ncccc2C2(CCN(C(=O)N[C@@H]3CC[C@@H](c4cccc(F)c4F)Cn4c(CC(F)(F)F)nnc43)CC2)O1. The result is 0 (non-blocker).